From a dataset of Forward reaction prediction with 1.9M reactions from USPTO patents (1976-2016). Predict the product of the given reaction. (1) Given the reactants Cl[C:2]1[CH:3]=[C:4]([CH:30]=[CH:31][N:32]=1)[C:5]([N:7]1[CH2:12][CH2:11][C:10]2([CH2:17][CH2:16][N:15]([CH2:18][C:19]3[C:27]4[O:26][C:25]([CH3:29])([CH3:28])[CH2:24][C:23]=4[CH:22]=[CH:21][CH:20]=3)[CH2:14][CH2:13]2)[CH2:9][CH2:8]1)=[O:6].[NH:33]1[CH2:37][CH2:36][CH:35]([OH:38])[CH2:34]1, predict the reaction product. The product is: [CH3:29][C:25]1([CH3:28])[CH2:24][C:23]2[CH:22]=[CH:21][CH:20]=[C:19]([CH2:18][N:15]3[CH2:16][CH2:17][C:10]4([CH2:11][CH2:12][N:7]([C:5]([C:4]5[CH:30]=[CH:31][N:32]=[C:2]([N:33]6[CH2:37][CH2:36][CH:35]([OH:38])[CH2:34]6)[CH:3]=5)=[O:6])[CH2:8][CH2:9]4)[CH2:13][CH2:14]3)[C:27]=2[O:26]1. (2) Given the reactants [NH:1]([C:8]([NH:10][C:11]1[CH:12]=[CH:13][C:14]([O:20][CH:21]([C:28]2[CH:33]=[CH:32][CH:31]=[CH:30][CH:29]=2)[C:22]2[CH:27]=[CH:26][CH:25]=[CH:24][CH:23]=2)=[C:15]([CH:19]=1)[C:16](O)=[O:17])=[O:9])[C:2]1[CH:7]=[CH:6][CH:5]=[CH:4][CH:3]=1.[C:34]([NH2:43])([C:37]1[CH:42]=[CH:41][CH:40]=[CH:39][CH:38]=1)([CH3:36])[CH3:35].ON1C2C=CC=CC=2N=N1.Cl.C(N=C=NCCCN(C)C)C, predict the reaction product. The product is: [NH:1]([C:8]([NH:10][C:11]1[CH:12]=[CH:13][C:14]([O:20][CH:21]([C:22]2[CH:23]=[CH:24][CH:25]=[CH:26][CH:27]=2)[C:28]2[CH:29]=[CH:30][CH:31]=[CH:32][CH:33]=2)=[C:15]([CH:19]=1)[C:16]([NH:43][C:34]([CH3:36])([C:37]1[CH:42]=[CH:41][CH:40]=[CH:39][CH:38]=1)[CH3:35])=[O:17])=[O:9])[C:2]1[CH:7]=[CH:6][CH:5]=[CH:4][CH:3]=1. (3) Given the reactants [CH3:1][C:2]1([CH3:24])[C:11]2[C:6]3=[C:7]([CH2:12][N:13]([C:16]([O:18][C:19]([CH3:22])([CH3:21])[CH3:20])=[O:17])[CH2:14][CH2:15][N:5]3[C:4](=O)[CH2:3]1)[CH:8]=[CH:9][CH:10]=2, predict the reaction product. The product is: [CH3:1][C:2]1([CH3:24])[C:11]2[C:6]3=[C:7]([CH2:12][N:13]([C:16]([O:18][C:19]([CH3:22])([CH3:21])[CH3:20])=[O:17])[CH2:14][CH2:15][N:5]3[CH2:4][CH2:3]1)[CH:8]=[CH:9][CH:10]=2. (4) Given the reactants Cl[C:2]1[CH:3]=[C:4]([C:9](=[O:11])[CH3:10])[CH:5]=[CH:6][C:7]=1[F:8].CC1(C)C(C)(C)OB([C:20]2[CH:27]=[CH:26][CH:25]=[CH:24][C:21]=2[C:22]#[N:23])O1.[F-].[K+].C(P(C(C)(C)C)C(C)(C)C)(C)(C)C.[OH-].[Na+], predict the reaction product. The product is: [C:9]([C:4]1[CH:5]=[CH:6][C:7]([F:8])=[C:2]([C:20]2[C:21]([C:22]#[N:23])=[CH:24][CH:25]=[CH:26][CH:27]=2)[CH:3]=1)(=[O:11])[CH3:10].